This data is from Forward reaction prediction with 1.9M reactions from USPTO patents (1976-2016). The task is: Predict the product of the given reaction. Given the reactants [NH2:1][C:2]([CH3:46])([CH3:45])[CH2:3][NH:4][C:5]([C:7]1[N:15]=[C:14]2[C:10]([N:11]=[CH:12][N:13]2[C@@H:16]2[CH2:20][C@H:19]([N:21]3[CH:25]=[C:24]([CH2:26][OH:27])[CH:23]=[N:22]3)[C@@H:18]([OH:28])[C@H:17]2[OH:29])=[C:9]([NH:30][CH2:31][CH:32]([C:39]2[CH:44]=[CH:43][CH:42]=[CH:41][CH:40]=2)[C:33]2[CH:38]=[CH:37][CH:36]=[CH:35][CH:34]=2)[N:8]=1)=[O:6].[F:47][C:48]([F:53])([F:52])[C:49]([OH:51])=[O:50].[CH2:54]([NH:56][C:57](=[O:103])NCCCNC(C1N=C2C(N=CN2[C@@H]2C[C@H](N3C=C(CO)C=N3)[C@@H](O)[C@H]2O)=C(NCC(C2C=CC=CC=2)C2C=CC=CC=2)N=1)=O)[CH3:55], predict the reaction product. The product is: [F:47][C:48]([F:53])([F:52])[C:49]([OH:51])=[O:50].[CH2:54]([NH:56][C:57](=[O:103])[NH:1][C:2]([CH3:46])([CH3:45])[CH2:3][NH:4][C:5]([C:7]1[N:15]=[C:14]2[C:10]([N:11]=[CH:12][N:13]2[C@@H:16]2[CH2:20][C@H:19]([N:21]3[CH:25]=[C:24]([CH2:26][OH:27])[CH:23]=[N:22]3)[C@@H:18]([OH:28])[C@H:17]2[OH:29])=[C:9]([NH:30][CH2:31][CH:32]([C:39]2[CH:40]=[CH:41][CH:42]=[CH:43][CH:44]=2)[C:33]2[CH:34]=[CH:35][CH:36]=[CH:37][CH:38]=2)[N:8]=1)=[O:6])[CH3:55].